Predict the reaction yield, written as a fraction of the theoretical maximum amount of product (1.0 means a 100% yield; for example, 0.34 means a 34% yield). From a dataset of Reaction yield outcomes from USPTO patents with 853,638 reactions. (1) The reactants are [Cl:1][C:2]1[CH:3]=[C:4]([N:10]2[CH:22]([CH:23]3[CH2:27][CH2:26][CH2:25][CH2:24]3)[CH:21]3[C:12]([C:13]4[CH:14]=[CH:15][C:16]([C:28]([OH:30])=O)=[N:17][C:18]=4[CH2:19][CH2:20]3)=[N:11]2)[CH:5]=[CH:6][C:7]=1[C:8]#[N:9].CCN(C(C)C)C(C)C.CN(C(ON1N=NC2C=CC=NC1=2)=[N+](C)C)C.F[P-](F)(F)(F)(F)F.[OH:64][CH:65]1[CH2:70][CH2:69][NH:68][CH2:67][CH2:66]1. The catalyst is C(OCC)(=O)C.O.ClCCl.CN(C=O)C. The product is [Cl:1][C:2]1[CH:3]=[C:4]([N:10]2[CH:22]([CH:23]3[CH2:27][CH2:26][CH2:25][CH2:24]3)[CH:21]3[C:12]([C:13]4[CH:14]=[CH:15][C:16]([C:28]([N:68]5[CH2:69][CH2:70][CH:65]([OH:64])[CH2:66][CH2:67]5)=[O:30])=[N:17][C:18]=4[CH2:19][CH2:20]3)=[N:11]2)[CH:5]=[CH:6][C:7]=1[C:8]#[N:9]. The yield is 0.478. (2) The reactants are [CH2:1]([C@@H:8]1[CH2:12][O:11][C:10](=[O:13])[N:9]1[C:14](=[O:33])[C@H:15]([CH3:32])[C@H:16]([C@H:18]1[CH2:22][O:21][C:20]([CH3:24])([CH3:23])[N:19]1[C:25]([O:27][C:28]([CH3:31])([CH3:30])[CH3:29])=[O:26])[OH:17])[C:2]1[CH:7]=[CH:6][CH:5]=[CH:4][CH:3]=1.N1C(C)=CC=CC=1C.[Si:42](OS(C(F)(F)F)(=O)=O)([C:45]([CH3:48])([CH3:47])[CH3:46])([CH3:44])[CH3:43]. The catalyst is C(Cl)Cl.C(OCC)(=O)C. The product is [CH2:1]([C@@H:8]1[CH2:12][O:11][C:10](=[O:13])[N:9]1[C:14](=[O:33])[C@H:15]([CH3:32])[C@H:16]([C@H:18]1[CH2:22][O:21][C:20]([CH3:24])([CH3:23])[N:19]1[C:25]([O:27][C:28]([CH3:31])([CH3:30])[CH3:29])=[O:26])[O:17][Si:42]([C:45]([CH3:48])([CH3:47])[CH3:46])([CH3:44])[CH3:43])[C:2]1[CH:7]=[CH:6][CH:5]=[CH:4][CH:3]=1. The yield is 0.830.